From a dataset of Catalyst prediction with 721,799 reactions and 888 catalyst types from USPTO. Predict which catalyst facilitates the given reaction. (1) The catalyst class is: 15. Product: [CH3:1][S:2][C:3]1[S:7][C:6]2=[N:8][C:9]([C:11]3[O:12][C:13]4[C:14](=[C:16]([C:20]([OH:22])=[O:21])[CH:17]=[CH:18][CH:19]=4)[CH:15]=3)=[CH:10][N:5]2[N:4]=1. Reactant: [CH3:1][S:2][C:3]1[S:7][C:6]2=[N:8][C:9]([C:11]3[O:12][C:13]4[C:14](=[C:16]([C:20]([O:22]C)=[O:21])[CH:17]=[CH:18][CH:19]=4)[CH:15]=3)=[CH:10][N:5]2[N:4]=1.Br. (2) The catalyst class is: 7. Reactant: Cl.Cl.[F:3][C:4]1[CH:9]=[CH:8][C:7]([CH:10]([C:31]2[CH:36]=[CH:35][C:34]([F:37])=[CH:33][CH:32]=2)[C@H:11]2[N:16]3[CH2:17][CH2:18][N:19]([C:21]([O:23][CH2:24][C:25]4[CH:30]=[CH:29][CH:28]=[CH:27][CH:26]=4)=[O:22])[CH2:20][C@H:15]3[CH2:14][NH:13][CH2:12]2)=[CH:6][CH:5]=1.C(N(CC)CC)C.[C:45](O[C:45]([O:47][C:48]([CH3:51])([CH3:50])[CH3:49])=[O:46])([O:47][C:48]([CH3:51])([CH3:50])[CH3:49])=[O:46]. Product: [F:3][C:4]1[CH:9]=[CH:8][C:7]([CH:10]([C:31]2[CH:32]=[CH:33][C:34]([F:37])=[CH:35][CH:36]=2)[C@H:11]2[N:16]3[CH2:17][CH2:18][N:19]([C:21]([O:23][CH2:24][C:25]4[CH:30]=[CH:29][CH:28]=[CH:27][CH:26]=4)=[O:22])[CH2:20][C@H:15]3[CH2:14][N:13]([C:45]([O:47][C:48]([CH3:51])([CH3:50])[CH3:49])=[O:46])[CH2:12]2)=[CH:6][CH:5]=1. (3) Reactant: Cl.[Br:2][C:3]1[CH:4]=[C:5]2[C:14](=[CH:15][CH:16]=1)[CH2:13][C:7]1([CH2:12][CH2:11][O:10][CH2:9][CH2:8]1)[C:6]2=[N:17]S(C(C)(C)C)=O.CCOCC. Product: [Br:2][C:3]1[CH:4]=[C:5]2[C:14]([CH2:13][C:7]3([C:6]2=[NH:17])[CH2:12][CH2:11][O:10][CH2:9][CH2:8]3)=[CH:15][CH:16]=1. The catalyst class is: 12. (4) Reactant: C(O)(C(F)(F)F)=O.[NH2:8][CH2:9][C:10]([NH:12][C@H:13]([C@@H:30]([OH:34])[CH2:31][CH2:32][CH3:33])[CH2:14][N:15]([CH2:26][CH:27]([CH3:29])[CH3:28])[C:16](=[O:25])[O:17][CH2:18][C:19]1[CH:24]=[CH:23][CH:22]=[CH:21][CH:20]=1)=[O:11].C(N(CC)C(C)C)(C)C.[N+:44]([C:47]1[CH:48]=[C:49]([CH:53]=[C:54]([C:56]([F:59])([F:58])[F:57])[CH:55]=1)[C:50](O)=[O:51])([O-:46])=[O:45].CN(C(ON1N=NC2C=CC=NC1=2)=[N+](C)C)C.F[P-](F)(F)(F)(F)F. Product: [OH:34][C@@H:30]([CH2:31][CH2:32][CH3:33])[C@@H:13]([NH:12][C:10](=[O:11])[CH2:9][NH:8][C:50](=[O:51])[C:49]1[CH:53]=[C:54]([C:56]([F:59])([F:58])[F:57])[CH:55]=[C:47]([N+:44]([O-:46])=[O:45])[CH:48]=1)[CH2:14][N:15]([CH2:26][CH:27]([CH3:29])[CH3:28])[C:16](=[O:25])[O:17][CH2:18][C:19]1[CH:24]=[CH:23][CH:22]=[CH:21][CH:20]=1. The catalyst class is: 59. (5) Reactant: [CH3:1][C:2]1[S:3][C:4]([C:8]([OH:10])=[O:9])=[C:5]([CH3:7])[N:6]=1.[Li+].CC([N-]C(C)C)C.[CH2:19]([C:23]1[C:27]([CH2:28]Cl)=[C:26]([CH3:30])[O:25][N:24]=1)[CH2:20][CH2:21][CH3:22]. Product: [CH2:19]([C:23]1[C:27]([CH2:28][CH2:1][C:2]2[S:3][C:4]([C:8]([OH:10])=[O:9])=[C:5]([CH3:7])[N:6]=2)=[C:26]([CH3:30])[O:25][N:24]=1)[CH2:20][CH2:21][CH3:22]. The catalyst class is: 1.